Dataset: HIV replication inhibition screening data with 41,000+ compounds from the AIDS Antiviral Screen. Task: Binary Classification. Given a drug SMILES string, predict its activity (active/inactive) in a high-throughput screening assay against a specified biological target. (1) The compound is Cl.NC1c2c(Br)sc(Br)c2C(=O)C1Br. The result is 0 (inactive). (2) The drug is C=C1CN(C2=NCCO2)C1. The result is 0 (inactive).